Dataset: Full USPTO retrosynthesis dataset with 1.9M reactions from patents (1976-2016). Task: Predict the reactants needed to synthesize the given product. Given the product [Br:20][C:18]1[CH:19]=[C:15]([C:13]([NH:1][CH2:2][CH2:3][CH:4]2[O:8][CH2:7][CH2:6][O:5]2)=[O:14])[NH:16][C:17]=1[Br:21], predict the reactants needed to synthesize it. The reactants are: [NH2:1][CH2:2][CH2:3][CH:4]1[O:8][CH2:7][CH2:6][O:5]1.ClC([C:13]([C:15]1[NH:16][C:17]([Br:21])=[C:18]([Br:20])[CH:19]=1)=[O:14])(Cl)Cl.